From a dataset of Reaction yield outcomes from USPTO patents with 853,638 reactions. Predict the reaction yield, written as a fraction of the theoretical maximum amount of product (1.0 means a 100% yield; for example, 0.34 means a 34% yield). (1) The reactants are S(=O)(O)[O-].[Na+].[Br:6][C:7]1[CH:8]=[C:9]([CH:12]=[CH:13][C:14]=1[F:15])[CH:10]=[O:11].[C-:16]#[N:17].[Na+]. The catalyst is O.CCOCC. The product is [Br:6][C:7]1[CH:8]=[C:9]([CH:10]([C:16]#[N:17])[OH:11])[CH:12]=[CH:13][C:14]=1[F:15]. The yield is 0.920. (2) The reactants are [C:1]1([C:7](=O)[CH2:8][C:9]2[CH:14]=[CH:13][CH:12]=[CH:11][CH:10]=2)[CH:6]=[CH:5][CH:4]=[CH:3][CH:2]=1.[CH2:16]([O:18][C:19]1[CH:20]=[C:21]([CH:24]=[C:25]([N+:28]([O-:30])=[O:29])[C:26]=1[OH:27])[CH:22]=O)[CH3:17].[CH3:31][NH:32][C:33]([NH2:35])=[O:34].Cl. The yield is 0.152. The catalyst is CCO.CO.CCOC(C)=O. The product is [CH2:16]([O:18][C:19]1[CH:20]=[C:21]([CH:22]2[C:8]([C:9]3[CH:14]=[CH:13][CH:12]=[CH:11][CH:10]=3)=[C:7]([C:1]3[CH:6]=[CH:5][CH:4]=[CH:3][CH:2]=3)[N:32]([CH3:31])[C:33](=[O:34])[NH:35]2)[CH:24]=[C:25]([N+:28]([O-:30])=[O:29])[C:26]=1[OH:27])[CH3:17]. (3) The yield is 0.760. The catalyst is C(Cl)Cl. The reactants are [NH2:1][C:2]1[N:6]([C:7]2[CH:12]=[CH:11][C:10]([O:13]C)=[CH:9][C:8]=2[F:15])[N:5]=[C:4]([CH3:16])[C:3]=1[C:17]#[N:18].B(Br)(Br)Br.O. The product is [NH2:1][C:2]1[N:6]([C:7]2[CH:12]=[CH:11][C:10]([OH:13])=[CH:9][C:8]=2[F:15])[N:5]=[C:4]([CH3:16])[C:3]=1[C:17]#[N:18].